From a dataset of Catalyst prediction with 721,799 reactions and 888 catalyst types from USPTO. Predict which catalyst facilitates the given reaction. (1) Reactant: [CH3:1][C:2]1[N:3]([C:16]2[CH:21]=[CH:20][CH:19]=[CH:18][C:17]=2[CH3:22])[C:4]([C:7](=O)[CH2:8][C:9]2[CH:14]=[CH:13][CH:12]=[CH:11][CH:10]=2)=[N:5][N:6]=1.Cl.[NH2:24][OH:25].[OH-].[Na+].Cl. Product: [CH3:1][C:2]1[N:3]([C:16]2[CH:21]=[CH:20][CH:19]=[CH:18][C:17]=2[CH3:22])[C:4]([C:7](=[N:24][OH:25])[CH2:8][C:9]2[CH:14]=[CH:13][CH:12]=[CH:11][CH:10]=2)=[N:5][N:6]=1. The catalyst class is: 8. (2) Reactant: Br[CH2:2][C:3]([C:5]1[CH:10]=[CH:9][C:8]([O:11][CH3:12])=[CH:7][CH:6]=1)=O.[N:13]1[CH:18]=[CH:17][CH:16]=[CH:15][C:14]=1[CH3:19].C(=O)([O-])[O-].[K+].[K+]. Product: [CH3:12][O:11][C:8]1[CH:9]=[CH:10][C:5]([C:3]2[CH:19]=[C:14]3[N:13]([CH:2]=2)[CH:18]=[CH:17][CH:16]=[CH:15]3)=[CH:6][CH:7]=1. The catalyst class is: 21.